Dataset: Peptide-MHC class II binding affinity with 134,281 pairs from IEDB. Task: Regression. Given a peptide amino acid sequence and an MHC pseudo amino acid sequence, predict their binding affinity value. This is MHC class II binding data. (1) The peptide sequence is APKVKYTVFETALKK. The MHC is HLA-DPA10201-DPB10101 with pseudo-sequence HLA-DPA10201-DPB10101. The binding affinity (normalized) is 0.887. (2) The peptide sequence is EAKYDAYVATVSEAL. The MHC is HLA-DQA10201-DQB10202 with pseudo-sequence HLA-DQA10201-DQB10202. The binding affinity (normalized) is 0.737. (3) The peptide sequence is YAFVGVMYNLWKMKTHHHHHH. The MHC is DRB1_0301 with pseudo-sequence DRB1_0301. The binding affinity (normalized) is 0.640. (4) The peptide sequence is AIKAGTGGAYESYKF. The MHC is DRB3_0202 with pseudo-sequence DRB3_0202. The binding affinity (normalized) is 0. (5) The binding affinity (normalized) is 0. The peptide sequence is QLSRKTFDTEYQKTK. The MHC is DRB5_0101 with pseudo-sequence DRB5_0101.